Dataset: Forward reaction prediction with 1.9M reactions from USPTO patents (1976-2016). Task: Predict the product of the given reaction. (1) The product is: [NH3:16].[CH3:7][CH:4]([OH:5])[CH3:1].[CH2:7]([O:14][C:15](=[O:21])[NH:16][CH2:17][CH2:18][CH2:19][NH:20][CH2:4][CH:1]1[CH2:2][CH2:3]1)[C:8]1[CH:13]=[CH:12][CH:11]=[CH:10][CH:9]=1. Given the reactants [CH:1]1([CH:4]=[O:5])[CH2:3][CH2:2]1.Cl.[CH2:7]([O:14][C:15](=[O:21])[NH:16][CH2:17][CH2:18][CH2:19][NH2:20])[C:8]1[CH:13]=[CH:12][CH:11]=[CH:10][CH:9]=1.C(N(CC)CC)C.[BH4-].[Na+].[OH-].[Na+], predict the reaction product. (2) Given the reactants Br[CH:2](Br)[CH2:3][C:4]12[CH2:14][C:8]3([CH3:15])[CH2:9][C:10]([CH3:13])([CH2:12][C:6]([C:16]45[CH2:26][C:20]6([CH3:27])[CH2:21][C:22]([CH3:25])([CH2:24][C:18]([CH2:28][CH:29](Br)Br)([CH2:19]6)[CH2:17]4)[CH2:23]5)([CH2:7]3)[CH2:5]1)[CH2:11]2.CC(C)([O-])C.[K+], predict the reaction product. The product is: [C:3]([C:4]12[CH2:11][C:10]3([CH3:13])[CH2:9][C:8]([CH3:15])([CH2:7][C:6]([C:16]45[CH2:26][C:20]6([CH3:27])[CH2:21][C:22]([CH3:25])([CH2:24][C:18]([C:28]#[CH:29])([CH2:19]6)[CH2:17]4)[CH2:23]5)([CH2:12]3)[CH2:5]1)[CH2:14]2)#[CH:2].